The task is: Predict the reaction yield, written as a fraction of the theoretical maximum amount of product (1.0 means a 100% yield; for example, 0.34 means a 34% yield).. This data is from Reaction yield outcomes from USPTO patents with 853,638 reactions. (1) The reactants are Cl.[NH2:2][C@@H:3]1[CH2:7][C@H:6]([CH2:8][OH:9])[C@@H:5]([OH:10])[C@H:4]1[OH:11].[Cl:12][C:13]1[CH:18]=[C:17](Cl)[N:16]=[CH:15][N:14]=1.CCN(CC)CC. The catalyst is CCO. The product is [Cl:12][C:13]1[N:14]=[CH:15][N:16]=[C:17]([NH:2][C@@H:3]2[CH2:7][C@H:6]([CH2:8][OH:9])[C@@H:5]([OH:10])[C@H:4]2[OH:11])[CH:18]=1. The yield is 0.900. (2) The reactants are [CH:1]([O:4][C:5]([N:7]1[CH2:12][CH2:11][CH:10]([S:13][C:14]2[C:19]([CH3:20])=[C:18](Cl)[N:17]=[CH:16][N:15]=2)[CH2:9][CH2:8]1)=[O:6])([CH3:3])[CH3:2].[F:22][C:23]1[CH:28]=[C:27]([S:29]([CH3:32])(=[O:31])=[O:30])[CH:26]=[CH:25][C:24]=1[NH2:33].CC(C)([O-])C.[Na+]. The catalyst is O1CCOCC1.C([O-])(=O)C.[Pd+2].C([O-])(=O)C.C(P(C(C)(C)C)C1C=CC=CC=1C1C=CC=CC=1)(C)(C)C. The product is [CH:1]([O:4][C:5]([N:7]1[CH2:12][CH2:11][CH:10]([S:13][C:14]2[C:19]([CH3:20])=[C:18]([NH:33][C:24]3[CH:25]=[CH:26][C:27]([S:29]([CH3:32])(=[O:31])=[O:30])=[CH:28][C:23]=3[F:22])[N:17]=[CH:16][N:15]=2)[CH2:9][CH2:8]1)=[O:6])([CH3:3])[CH3:2]. The yield is 0.270. (3) The reactants are C([C@@:4]1([C:26]2[CH:31]=[CH:30][CH:29]=[CH:28][CH:27]=2)[O:9][C:8](=[O:10])[N:7]([C@H](C2C=CC(C3C=NC(N)=CC=3)=CC=2)C)[CH2:6][CH2:5]1)C=C. The catalyst is O1CCCC1. The product is [C:26]1([CH:4]2[O:9][C:8](=[O:10])[NH:7][CH2:6][CH2:5]2)[CH:27]=[CH:28][CH:29]=[CH:30][CH:31]=1. The yield is 0.410. (4) The reactants are [CH3:1][CH:2]1[C:6]2[NH:7][C:8](B3OC(C)(C)C(C)(C)O3)=[CH:9][C:5]=2[C:4](=[O:19])[NH:3]1.[C:20]([NH:24][C:25]1[N:34]([CH3:35])[C:33](=[O:36])[C:32]2[C:27](=[C:28](I)[CH:29]=[CH:30][CH:31]=2)[N:26]=1)([CH3:23])([CH3:22])[CH3:21].O.[O-]P([O-])([O-])=O.[K+].[K+].[K+]. The catalyst is O1CCOCC1.C1C=CC(/C=C/C(/C=C/C2C=CC=CC=2)=O)=CC=1.C1C=CC(/C=C/C(/C=C/C2C=CC=CC=2)=O)=CC=1.C1C=CC(/C=C/C(/C=C/C2C=CC=CC=2)=O)=CC=1.[Pd].[Pd].CC(C1C=C(C(C)C)C(C2C=CC=CC=2P(C2CCCCC2)C2CCCCC2)=C(C(C)C)C=1)C.CCOC(C)=O. The product is [C:20]([NH:24][C:25]1[N:34]([CH3:35])[C:33](=[O:36])[C:32]2[C:27](=[C:28]([C:8]3[NH:7][C:6]4[CH:2]([CH3:1])[NH:3][C:4](=[O:19])[C:5]=4[CH:9]=3)[CH:29]=[CH:30][CH:31]=2)[N:26]=1)([CH3:23])([CH3:22])[CH3:21]. The yield is 0.360. (5) The reactants are [CH3:1][C:2]1[CH:7]=[C:6]([O:8][Si:9]([CH:16]([CH3:18])[CH3:17])([CH:13]([CH3:15])[CH3:14])[CH:10]([CH3:12])[CH3:11])[CH:5]=[C:4]([CH3:19])[C:3]=1[CH:20]([C:22]1[CH:27]=[CH:26][C:25]([O:28][CH2:29][O:30][CH3:31])=[CH:24][CH:23]=1)O. The catalyst is CCOC(C)=O.CC(O)=O.[Pd]. The product is [CH3:19][C:4]1[CH:5]=[C:6]([O:8][Si:9]([CH:16]([CH3:18])[CH3:17])([CH:10]([CH3:12])[CH3:11])[CH:13]([CH3:15])[CH3:14])[CH:7]=[C:2]([CH3:1])[C:3]=1[CH2:20][C:22]1[CH:27]=[CH:26][C:25]([O:28][CH2:29][O:30][CH3:31])=[CH:24][CH:23]=1. The yield is 0.415. (6) The reactants are CN([P+](ON1N=[N:19][C:14]2[CH:15]=[CH:16][CH:17]=[CH:18][C:13]1=2)(N(C)C)N(C)C)C.F[P-](F)(F)(F)(F)F.C([N:31]([CH2:35]C)[CH:32]([CH3:34])[CH3:33])(C)C.Cl.CNOC.C(N(C)[C@H](C(O)=O)C[O:62][CH2:63][C:64]1[CH:69]=[CH:68][CH:67]=[CH:66][CH:65]=1)(OCC1C2C(=CC=CC=2)C2C1=CC=CC=2)=O.[H-].[Al+3].[Li+].[H-].[H-].[H-].[Cl-].[NH4+].NC1C=C2C([CH:87]=[C:88]([C:94]3[CH:99]=[CH:98][CH:97]=[CH:96][C:95]=3[C:100]([F:103])([F:102])[F:101])[NH:89][C:90]2=[O:93])=CC=1.C([BH3-])#N.[Na+].C(=O)(O)[O-].[Na+].N1CCCCC1. The catalyst is ClCCl.C(O)(=O)C. The product is [CH2:63]([O:62][CH2:34][C@H:32]([NH:31][CH3:35])[CH2:33][NH:19][C:14]1[CH:13]=[C:18]2[C:17]([CH:87]=[C:88]([C:94]3[CH:99]=[CH:98][CH:97]=[CH:96][C:95]=3[C:100]([F:101])([F:102])[F:103])[NH:89][C:90]2=[O:93])=[CH:16][CH:15]=1)[C:64]1[CH:69]=[CH:68][CH:67]=[CH:66][CH:65]=1. The yield is 0.310. (7) The yield is 0.580. The product is [C:15]([Si:19]([CH3:21])([CH3:20])[O:4][CH2:3][C:2]([CH3:7])([CH3:1])[CH2:5][OH:6])([CH3:18])([CH3:17])[CH3:16]. The catalyst is C(Cl)Cl. The reactants are [CH3:1][C:2]([CH3:7])([CH2:5][OH:6])[CH2:3][OH:4].C(N(CC)CC)C.[C:15]([Si:19](Cl)([CH3:21])[CH3:20])([CH3:18])([CH3:17])[CH3:16]. (8) The reactants are [CH3:1][N:2]1[C:6](S(C)(=O)=O)=[N:5][N:4]=[C:3]1[C:11]1[CH:16]=[CH:15][N:14]=[CH:13][CH:12]=1.[Cl:17][C:18]1[CH:19]=[C:20]([C:24]2[O:28][N:27]=[C:26]([CH:29]([OH:31])[CH3:30])[N:25]=2)[CH:21]=[CH:22][CH:23]=1.C(=O)([O-])[O-].[Cs+].[Cs+]. The catalyst is CN(C=O)C. The product is [Cl:17][C:18]1[CH:19]=[C:20]([C:24]2[O:28][N:27]=[C:26]([CH:29]([O:31][C:6]3[N:2]([CH3:1])[C:3]([C:11]4[CH:16]=[CH:15][N:14]=[CH:13][CH:12]=4)=[N:4][N:5]=3)[CH3:30])[N:25]=2)[CH:21]=[CH:22][CH:23]=1. The yield is 0.150. (9) The reactants are N#N.C[O:4][C:5](=[O:29])[C:6]1[CH:11]=[CH:10][C:9]([NH:12][C:13](=[O:28])[CH2:14][CH2:15][C:16]2[CH:21]=[C:20]([O:22]C)[C:19]([O:24]C)=[C:18]([O:26]C)[CH:17]=2)=[CH:8][CH:7]=1.B(Br)(Br)Br.[Cl-].[Na+].O.CCOC(C)=O. The yield is 0.440. The product is [OH:22][C:20]1[CH:21]=[C:16]([CH2:15][CH2:14][C:13]([NH:12][C:9]2[CH:10]=[CH:11][C:6]([C:5]([OH:29])=[O:4])=[CH:7][CH:8]=2)=[O:28])[CH:17]=[C:18]([OH:26])[C:19]=1[OH:24]. The catalyst is C(Cl)Cl.CO.